This data is from Catalyst prediction with 721,799 reactions and 888 catalyst types from USPTO. The task is: Predict which catalyst facilitates the given reaction. (1) Reactant: [Cl:1][C:2]1[CH:7]=[CH:6][C:5]([S:8]([C:11]([C:16]2[CH:21]=[C:20]([F:22])[CH:19]=[CH:18][C:17]=2[F:23])([CH3:15])[CH2:12][CH2:13][OH:14])(=[O:10])=[O:9])=[CH:4][CH:3]=1.[H-].[Na+].[N:26]1([C:31](Cl)=[O:32])[CH2:30][CH2:29][CH2:28][CH2:27]1.CO. Product: [N:26]1([C:31]([O:14][CH2:13][CH2:12][C:11]([S:8]([C:5]2[CH:4]=[CH:3][C:2]([Cl:1])=[CH:7][CH:6]=2)(=[O:10])=[O:9])([C:16]2[CH:21]=[C:20]([F:22])[CH:19]=[CH:18][C:17]=2[F:23])[CH3:15])=[O:32])[CH2:30][CH2:29][CH2:28][CH2:27]1. The catalyst class is: 30. (2) Reactant: [NH2:1][C:2]1[N:7]=[C:6]([C:8]2[CH:9]=[N:10][CH:11]=[CH:12][CH:13]=2)[C:5]([C:14]2[CH:19]=[CH:18][N:17]=[CH:16][C:15]=2[F:20])=[CH:4][C:3]=1[NH:21][C:22]([CH:24]1[CH2:26][CH2:25]1)=O. Product: [CH:24]1([C:22]2[NH:1][C:2]3=[N:7][C:6]([C:8]4[CH:9]=[N:10][CH:11]=[CH:12][CH:13]=4)=[C:5]([C:14]4[CH:19]=[CH:18][N:17]=[CH:16][C:15]=4[F:20])[CH:4]=[C:3]3[N:21]=2)[CH2:26][CH2:25]1. The catalyst class is: 15. (3) Reactant: [Br:1][C:2]1[C:3]([C:9]#[N:10])=[N:4][CH:5]=[C:6](F)[CH:7]=1.CCN(C(C)C)C(C)C.[NH2:20][C@@H:21]1[CH2:26][CH2:25][O:24][CH2:23][C@@H:22]1[NH:27][C:28](=[O:34])[O:29][C:30]([CH3:33])([CH3:32])[CH3:31]. Product: [Br:1][C:2]1[CH:7]=[C:6]([NH:20][C@@H:21]2[CH2:26][CH2:25][O:24][CH2:23][C@@H:22]2[NH:27][C:28](=[O:34])[O:29][C:30]([CH3:32])([CH3:31])[CH3:33])[CH:5]=[N:4][C:3]=1[C:9]#[N:10]. The catalyst class is: 58. (4) Reactant: [H-].[Na+].[CH3:3][C:4]([OH:8])([C:6]#[CH:7])[CH3:5].[CH3:9][O:10][C:11](=[O:15])[CH:12](Br)[CH3:13]. Product: [CH3:9][O:10][C:11](=[O:15])[CH:12]([O:8][C:4]([CH3:5])([CH3:3])[C:6]#[CH:7])[CH3:13]. The catalyst class is: 7. (5) Reactant: Cl[C:2](Cl)([O:4]C(=O)OC(Cl)(Cl)Cl)Cl.[CH:13]([N:16]1[C:20]2[N:21]=[C:22]([C:31]3[CH:37]=[CH:36][C:34]([NH2:35])=[CH:33][CH:32]=3)[N:23]=[C:24]([N:25]3[CH2:30][CH2:29][O:28][CH2:27][CH2:26]3)[C:19]=2[N:18]=[N:17]1)([CH3:15])[CH3:14].CCN(CC)CC.[NH2:45][C:46]1[CH:51]=[CH:50][C:49]([C:52]([N:54]2[CH2:59][CH2:58][N:57]([CH3:60])[CH2:56][CH2:55]2)=[O:53])=[CH:48][CH:47]=1. Product: [CH3:14][CH:13]([N:16]1[C:20]2[N:21]=[C:22]([C:31]3[CH:37]=[CH:36][C:34]([NH:35][C:2]([NH:45][C:46]4[CH:47]=[CH:48][C:49]([C:52]([N:54]5[CH2:55][CH2:56][N:57]([CH3:60])[CH2:58][CH2:59]5)=[O:53])=[CH:50][CH:51]=4)=[O:4])=[CH:33][CH:32]=3)[N:23]=[C:24]([N:25]3[CH2:30][CH2:29][O:28][CH2:27][CH2:26]3)[C:19]=2[N:18]=[N:17]1)[CH3:15]. The catalyst class is: 2. (6) Reactant: Cl.[CH3:2][O:3][C:4](=[O:10])[C@H:5]([CH:7]([CH3:9])[CH3:8])[NH2:6].N1C=CC=CC=1.[C:17](Cl)(Cl)=[O:18].C1(C)C=CC=CC=1. The catalyst class is: 2. Product: [O:18]=[C:17]=[N:6][C@H:5]([C:4]([O:3][CH3:2])=[O:10])[CH:7]([CH3:9])[CH3:8]. (7) The catalyst class is: 2. Reactant: F[C:2]1[C:15]2[C:14](=[O:16])[C:13]3[C:8](=[C:9]([OH:18])[CH:10]=[CH:11][C:12]=3[OH:17])[C:7](=[O:19])[C:6]=2[C:5](F)=[C:4]([F:21])[C:3]=1[F:22].[CH3:23][N:24]([CH3:28])[CH2:25][CH2:26][NH2:27]. Product: [CH3:23][N:24]([CH3:28])[CH2:25][CH2:26][NH:27][C:5]1[C:6]2[C:7](=[O:19])[C:8]3[C:13](=[C:12]([OH:17])[CH:11]=[CH:10][C:9]=3[OH:18])[C:14](=[O:16])[C:15]=2[C:2]([NH:27][CH2:26][CH2:25][N:24]([CH3:28])[CH3:23])=[C:3]([F:22])[C:4]=1[F:21]. (8) Reactant: [Br:1][C:2]1[C:7]([OH:8])=[CH:6][CH:5]=[CH:4][N:3]=1.[H-].[Na+].Br[CH2:12][CH:13]1[CH2:15][CH2:14]1. Product: [Br:1][C:2]1[C:7]([O:8][CH2:12][CH:13]2[CH2:15][CH2:14]2)=[CH:6][CH:5]=[CH:4][N:3]=1. The catalyst class is: 9.